Dataset: Reaction yield outcomes from USPTO patents with 853,638 reactions. Task: Predict the reaction yield, written as a fraction of the theoretical maximum amount of product (1.0 means a 100% yield; for example, 0.34 means a 34% yield). The reactants are [OH:1][CH:2]1[CH2:9][CH:8]2[CH:4]([CH2:5][CH:6]([NH:10][CH2:11][C:12]([N:14]3[CH2:18][CH2:17][CH2:16][CH:15]3[C:19]#[N:20])=[O:13])[CH2:7]2)[CH2:3]1.[ClH:21]. The catalyst is CCOCC. The product is [ClH:21].[OH:1][CH:2]1[CH2:9][CH:8]2[CH:4]([CH2:5][CH:6]([NH:10][CH2:11][C:12]([N:14]3[CH2:18][CH2:17][CH2:16][CH:15]3[C:19]#[N:20])=[O:13])[CH2:7]2)[CH2:3]1. The yield is 0.400.